Dataset: Forward reaction prediction with 1.9M reactions from USPTO patents (1976-2016). Task: Predict the product of the given reaction. (1) Given the reactants [CH:1]1([C:4]2[N:13]=[C:12]([N:14]3[CH2:19][CH2:18][N:17]([C:20]4[CH:25]=[CH:24][C:23](F)=[CH:22][C:21]=4[O:27][CH3:28])[CH2:16][CH2:15]3)[C:11]3[C:6](=[CH:7][C:8]([O:31][CH3:32])=[C:9]([O:29][CH3:30])[CH:10]=3)[N:5]=2)[CH2:3][CH2:2]1.FC1C=CC(N2CCNCC2)=C(OC)C=1.COC1C=C(C=CC=1N1CCNCC1)[C:53]([OH:55])=[O:54], predict the reaction product. The product is: [CH:1]1([C:4]2[N:13]=[C:12]([N:14]3[CH2:19][CH2:18][N:17]([C:20]4[CH:25]=[CH:24][C:23]([C:53]([OH:55])=[O:54])=[CH:22][C:21]=4[O:27][CH3:28])[CH2:16][CH2:15]3)[C:11]3[C:6](=[CH:7][C:8]([O:31][CH3:32])=[C:9]([O:29][CH3:30])[CH:10]=3)[N:5]=2)[CH2:3][CH2:2]1. (2) Given the reactants ClCO[C:4](=[S:6])[CH3:5].[N+:7]([C:10]1[NH:11][CH:12]=[CH:13][N:14]=1)([O-:9])=[O:8].[Na+].[I-].[CH:17](N(C(C)C)CC)(C)C, predict the reaction product. The product is: [C:4]([CH2:17][N:11]1[CH:12]=[CH:13][N:14]=[C:10]1[N+:7]([O-:9])=[O:8])(=[S:6])[CH3:5]. (3) The product is: [ClH:35].[NH2:8][CH2:9][C:10]1[CH:15]=[CH:14][C:13]([C:16]2[CH:17]=[CH:18][N:19]3[C:24]([C:25]=2[CH3:26])=[C:23]([CH:27]2[CH2:28][CH2:29]2)[CH:22]=[C:21]([C:30]([OH:32])=[O:31])[C:20]3=[O:33])=[CH:12][C:11]=1[F:34]. Given the reactants C(OC([NH:8][CH2:9][C:10]1[CH:15]=[CH:14][C:13]([C:16]2[CH:17]=[CH:18][N:19]3[C:24]([C:25]=2[CH3:26])=[C:23]([CH:27]2[CH2:29][CH2:28]2)[CH:22]=[C:21]([C:30]([OH:32])=[O:31])[C:20]3=[O:33])=[CH:12][C:11]=1[F:34])=O)(C)(C)C.[ClH:35].O1CCOCC1, predict the reaction product. (4) Given the reactants Br[C:2]1[C:3]([CH3:18])=[C:4]([C:9]([O:16]C)=[C:10]([C:12]([CH3:15])([CH3:14])[CH3:13])[CH:11]=1)[C:5]([O:7]C)=[O:6].[NH2:19][C:20]1[CH:25]=[CH:24][CH:23]=[CH:22][CH:21]=1, predict the reaction product. The product is: [NH:19]([C:2]1[C:3]([CH3:18])=[C:4]([C:9]([OH:16])=[C:10]([C:12]([CH3:15])([CH3:14])[CH3:13])[CH:11]=1)[C:5]([OH:7])=[O:6])[C:20]1[CH:25]=[CH:24][CH:23]=[CH:22][CH:21]=1. (5) Given the reactants [Cl:1][C:2]1[CH:10]=[CH:9][C:5]([C:6](Cl)=[O:7])=[CH:4][N:3]=1.Cl.[NH2:12][C:13]1[CH:14]=[CH:15][C:16]([OH:19])=[N:17][CH:18]=1.C(=O)(O)[O-].[Na+], predict the reaction product. The product is: [Cl:1][C:2]1[CH:10]=[CH:9][C:5]([C:6]([NH:12][C:13]2[CH:18]=[N:17][C:16]([OH:19])=[CH:15][CH:14]=2)=[O:7])=[CH:4][N:3]=1. (6) Given the reactants [C:1]([NH:4][C@@H:5]([CH3:30])[CH2:6][O:7][C:8]1[N:13]=[CH:12][C:11]([NH:14][C:15](=[O:28])[C:16]2[CH:21]=[C:20]([F:22])[C:19]([O:23][CH2:24][CH:25]3[CH2:27][CH2:26]3)=[N:18][CH:17]=2)=[C:10](Cl)[CH:9]=1)(=[O:3])[CH3:2].C(=O)([O-])[O-].[K+].[K+].O, predict the reaction product. The product is: [CH:25]1([CH2:24][O:23][C:19]2[N:18]=[CH:17][C:16]([C:15]3[O:28][C:10]4[CH:9]=[C:8]([O:7][CH2:6][C@@H:5]([NH:4][C:1](=[O:3])[CH3:2])[CH3:30])[N:13]=[CH:12][C:11]=4[N:14]=3)=[CH:21][C:20]=2[F:22])[CH2:27][CH2:26]1. (7) Given the reactants [CH2:1]([O:8][C:9]([N:11]1[CH2:15][CH:14]([O:16]C(=O)C2C=CC([N+]([O-])=O)=CC=2)[CH2:13][CH:12]1[CH2:28][C:29]1[C:37]2[C:32](=[N:33][CH:34]=[CH:35][CH:36]=2)[NH:31][CH:30]=1)=[O:10])[C:2]1[CH:7]=[CH:6][CH:5]=[CH:4][CH:3]=1.[OH-].[Na+], predict the reaction product. The product is: [CH2:1]([O:8][C:9]([N:11]1[CH2:15][CH:14]([OH:16])[CH2:13][CH:12]1[CH2:28][C:29]1[C:37]2[C:32](=[N:33][CH:34]=[CH:35][CH:36]=2)[NH:31][CH:30]=1)=[O:10])[C:2]1[CH:3]=[CH:4][CH:5]=[CH:6][CH:7]=1.